From a dataset of Forward reaction prediction with 1.9M reactions from USPTO patents (1976-2016). Predict the product of the given reaction. (1) Given the reactants [NH:1]1[C:9]2[C:4](=[C:5]([CH2:10][C:11]([NH:13][C:14]3[S:15][C:16]([C:20]([NH:22][C@@H:23]([CH2:27][NH:28][C:29]([C:31]4[S:32][CH:33]=[CH:34][CH:35]=4)=[O:30])[C:24]([OH:26])=[O:25])=[O:21])=[C:17]([CH3:19])[N:18]=3)=[O:12])[CH:6]=[CH:7][CH:8]=2)[CH:3]=[N:2]1.Cl[CH:37]([O:39][C:40](=[O:45])[C:41]([CH3:44])([CH3:43])[CH3:42])[CH3:38].C(N(CC)CC)C.[I-].[Na+], predict the reaction product. The product is: [CH3:42][C:41]([CH3:44])([CH3:43])[C:40]([O:39][CH:37]([O:25][C:24](=[O:26])[C@@H:23]([NH:22][C:20]([C:16]1[S:15][C:14]([NH:13][C:11](=[O:12])[CH2:10][C:5]2[CH:6]=[CH:7][CH:8]=[C:9]3[C:4]=2[CH:3]=[N:2][NH:1]3)=[N:18][C:17]=1[CH3:19])=[O:21])[CH2:27][NH:28][C:29]([C:31]1[S:32][CH:33]=[CH:34][CH:35]=1)=[O:30])[CH3:38])=[O:45]. (2) Given the reactants [C:1]([C:3]1[C:4](Cl)=[N:5][CH:6]=[CH:7][N:8]=1)#[N:2].[CH3:10][N:11]1[CH2:16][CH2:15][NH:14][CH2:13][CH2:12]1, predict the reaction product. The product is: [CH3:10][N:11]1[CH2:16][CH2:15][N:14]([C:4]2[C:3]([C:1]#[N:2])=[N:8][CH:7]=[CH:6][N:5]=2)[CH2:13][CH2:12]1. (3) Given the reactants Br[CH2:2][C:3]1[N:4]([CH3:28])[C:5]2[C:10]([N:11]=1)=[C:9]([N:12]1[CH2:17][CH2:16][O:15][CH2:14][CH2:13]1)[N:8]=[C:7]([N:18]1[C:22]3[CH:23]=[CH:24][CH:25]=[CH:26][C:21]=3[N:20]=[C:19]1[CH3:27])[N:6]=2.[NH:29]1[CH2:33][CH2:32][CH:31]([CH2:34][OH:35])[CH2:30]1, predict the reaction product. The product is: [CH3:28][N:4]1[C:3]([CH2:2][N:29]2[CH2:33][CH2:32][CH:31]([CH2:34][OH:35])[CH2:30]2)=[N:11][C:10]2[C:5]1=[N:6][C:7]([N:18]1[C:22]3[CH:23]=[CH:24][CH:25]=[CH:26][C:21]=3[N:20]=[C:19]1[CH3:27])=[N:8][C:9]=2[N:12]1[CH2:17][CH2:16][O:15][CH2:14][CH2:13]1. (4) The product is: [C:6]([C:9]1[N:14]=[C:13]([C:15]2[CH:20]=[CH:19][C:18]([C:21]3[CH:26]=[CH:25][C:24]([C:27](=[CH2:32])[C:28]([O:30][CH3:31])=[O:29])=[CH:23][C:22]=3[Cl:34])=[C:17]([F:35])[CH:16]=2)[C:12]([CH3:36])=[N:11][C:10]=1[CH3:37])(=[O:8])[NH2:7]. Given the reactants CS(Cl)(=O)=O.[C:6]([C:9]1[N:14]=[C:13]([C:15]2[CH:20]=[CH:19][C:18]([C:21]3[CH:26]=[CH:25][C:24]([CH:27]([CH2:32]O)[C:28]([O:30][CH3:31])=[O:29])=[CH:23][C:22]=3[Cl:34])=[C:17]([F:35])[CH:16]=2)[C:12]([CH3:36])=[N:11][C:10]=1[CH3:37])(=[O:8])[NH2:7].C(N(CC)CC)C.[Cl-].[NH4+], predict the reaction product. (5) Given the reactants C[O:2][C:3](=[O:28])[CH2:4][O:5][C:6]1[CH:11]=[CH:10][C:9]([C:12]#[C:13][CH2:14][NH:15][C@@H:16]([C:18]2[C:27]3[C:22](=[CH:23][CH:24]=[CH:25][CH:26]=3)[CH:21]=[CH:20][CH:19]=2)[CH3:17])=[CH:8][CH:7]=1.[OH-].[Na+], predict the reaction product. The product is: [C:18]1([C@H:16]([NH:15][CH2:14][CH2:13][CH2:12][C:9]2[CH:8]=[CH:7][C:6]([O:5][CH2:4][C:3]([OH:28])=[O:2])=[CH:11][CH:10]=2)[CH3:17])[C:27]2[C:22](=[CH:23][CH:24]=[CH:25][CH:26]=2)[CH:21]=[CH:20][CH:19]=1.